Dataset: Forward reaction prediction with 1.9M reactions from USPTO patents (1976-2016). Task: Predict the product of the given reaction. (1) Given the reactants [CH2:1]([OH:11])[CH2:2][CH2:3][CH2:4][CH2:5][CH2:6][CH2:7][CH2:8][CH2:9][OH:10].Cl[C:13]1[CH:18]=[CH:17][N+:16]([O-:19])=[C:15]([CH3:20])[C:14]=1[CH3:21], predict the reaction product. The product is: [OH:11][CH2:1][CH2:2][CH2:3][CH2:4][CH2:5][CH2:6][CH2:7][CH2:8][CH2:9][O:10][C:13]1[CH:18]=[CH:17][N+:16]([O-:19])=[C:15]([CH3:20])[C:14]=1[CH3:21]. (2) Given the reactants [Cl:1][C:2]1[CH:3]=[N:4][CH:5]=[CH:6][C:7]=1[C:8]1[CH:13]=[C:12]([N+:14]([O-])=O)[CH:11]=[CH:10][C:9]=1[CH3:17].C(=O)([O-])[O-].[Na+].[Na+], predict the reaction product. The product is: [Cl:1][C:2]1[CH:3]=[N:4][CH:5]=[CH:6][C:7]=1[C:8]1[CH:13]=[C:12]([NH2:14])[CH:11]=[CH:10][C:9]=1[CH3:17].